This data is from Forward reaction prediction with 1.9M reactions from USPTO patents (1976-2016). The task is: Predict the product of the given reaction. Given the reactants [N+:1]([CH2:3][C:4]([O:6][CH3:7])=[O:5])#[C-:2].[C:8]([C:10]1[CH:18]=[CH:17][C:13]([C:14](Cl)=[O:15])=[CH:12][CH:11]=1)#[N:9].C(N(CC)CC)C, predict the reaction product. The product is: [CH3:7][O:6][C:4]([C:3]1[N:1]=[CH:2][O:15][C:14]=1[C:13]1[CH:17]=[CH:18][C:10]([C:8]#[N:9])=[CH:11][CH:12]=1)=[O:5].